This data is from NCI-60 drug combinations with 297,098 pairs across 59 cell lines. The task is: Regression. Given two drug SMILES strings and cell line genomic features, predict the synergy score measuring deviation from expected non-interaction effect. (1) Drug 1: C1CCN(CC1)CCOC2=CC=C(C=C2)C(=O)C3=C(SC4=C3C=CC(=C4)O)C5=CC=C(C=C5)O. Drug 2: CC(CN1CC(=O)NC(=O)C1)N2CC(=O)NC(=O)C2. Cell line: M14. Synergy scores: CSS=3.70, Synergy_ZIP=-1.92, Synergy_Bliss=1.64, Synergy_Loewe=-1.43, Synergy_HSA=-1.30. (2) Drug 2: C1=CN(C(=O)N=C1N)C2C(C(C(O2)CO)O)O.Cl. Cell line: T-47D. Drug 1: COC1=CC(=CC(=C1O)OC)C2C3C(COC3=O)C(C4=CC5=C(C=C24)OCO5)OC6C(C(C7C(O6)COC(O7)C8=CC=CS8)O)O. Synergy scores: CSS=42.9, Synergy_ZIP=4.33, Synergy_Bliss=6.67, Synergy_Loewe=3.73, Synergy_HSA=8.22. (3) Drug 1: C1CC(=O)NC(=O)C1N2CC3=C(C2=O)C=CC=C3N. Drug 2: CC1C(C(=O)NC(C(=O)N2CCCC2C(=O)N(CC(=O)N(C(C(=O)O1)C(C)C)C)C)C(C)C)NC(=O)C3=C4C(=C(C=C3)C)OC5=C(C(=O)C(=C(C5=N4)C(=O)NC6C(OC(=O)C(N(C(=O)CN(C(=O)C7CCCN7C(=O)C(NC6=O)C(C)C)C)C)C(C)C)C)N)C. Cell line: SK-MEL-5. Synergy scores: CSS=3.12, Synergy_ZIP=3.09, Synergy_Bliss=7.67, Synergy_Loewe=6.54, Synergy_HSA=6.87. (4) Drug 1: CCN(CC)CCNC(=O)C1=C(NC(=C1C)C=C2C3=C(C=CC(=C3)F)NC2=O)C. Drug 2: C1CNP(=O)(OC1)N(CCCl)CCCl. Cell line: NCIH23. Synergy scores: CSS=6.86, Synergy_ZIP=-2.81, Synergy_Bliss=-1.61, Synergy_Loewe=4.53, Synergy_HSA=-2.42. (5) Drug 1: CC=C1C(=O)NC(C(=O)OC2CC(=O)NC(C(=O)NC(CSSCCC=C2)C(=O)N1)C(C)C)C(C)C. Drug 2: N.N.Cl[Pt+2]Cl. Cell line: OVCAR3. Synergy scores: CSS=76.3, Synergy_ZIP=3.36, Synergy_Bliss=3.01, Synergy_Loewe=-16.4, Synergy_HSA=5.26. (6) Drug 1: CC1=C(C=C(C=C1)NC2=NC=CC(=N2)N(C)C3=CC4=NN(C(=C4C=C3)C)C)S(=O)(=O)N.Cl. Drug 2: C1=CC=C(C=C1)NC(=O)CCCCCCC(=O)NO. Cell line: NCI-H322M. Synergy scores: CSS=6.65, Synergy_ZIP=0.0949, Synergy_Bliss=1.35, Synergy_Loewe=-37.9, Synergy_HSA=-0.391. (7) Drug 1: CCC1=CC2CC(C3=C(CN(C2)C1)C4=CC=CC=C4N3)(C5=C(C=C6C(=C5)C78CCN9C7C(C=CC9)(C(C(C8N6C)(C(=O)OC)O)OC(=O)C)CC)OC)C(=O)OC.C(C(C(=O)O)O)(C(=O)O)O. Drug 2: CC1OCC2C(O1)C(C(C(O2)OC3C4COC(=O)C4C(C5=CC6=C(C=C35)OCO6)C7=CC(=C(C(=C7)OC)O)OC)O)O. Cell line: SR. Synergy scores: CSS=95.3, Synergy_ZIP=3.66, Synergy_Bliss=3.49, Synergy_Loewe=2.74, Synergy_HSA=6.06. (8) Drug 1: CC1=CC2C(CCC3(C2CCC3(C(=O)C)OC(=O)C)C)C4(C1=CC(=O)CC4)C. Drug 2: CC1C(C(CC(O1)OC2CC(CC3=C2C(=C4C(=C3O)C(=O)C5=CC=CC=C5C4=O)O)(C(=O)C)O)N)O. Cell line: OVCAR3. Synergy scores: CSS=37.9, Synergy_ZIP=3.53, Synergy_Bliss=4.76, Synergy_Loewe=-29.6, Synergy_HSA=2.56. (9) Drug 1: C1CCC(C1)C(CC#N)N2C=C(C=N2)C3=C4C=CNC4=NC=N3. Drug 2: CCC1=C2CN3C(=CC4=C(C3=O)COC(=O)C4(CC)O)C2=NC5=C1C=C(C=C5)O. Cell line: IGROV1. Synergy scores: CSS=30.5, Synergy_ZIP=-8.50, Synergy_Bliss=-1.71, Synergy_Loewe=-18.0, Synergy_HSA=1.02. (10) Drug 1: C1=CC(=CC=C1CCC2=CNC3=C2C(=O)NC(=N3)N)C(=O)NC(CCC(=O)O)C(=O)O. Drug 2: C1C(C(OC1N2C=NC3=C2NC=NCC3O)CO)O. Cell line: T-47D. Synergy scores: CSS=7.96, Synergy_ZIP=-1.32, Synergy_Bliss=2.56, Synergy_Loewe=2.34, Synergy_HSA=3.73.